This data is from Full USPTO retrosynthesis dataset with 1.9M reactions from patents (1976-2016). The task is: Predict the reactants needed to synthesize the given product. (1) Given the product [C:6]([CH2:7][O:8][C:9]1[C:13]2[CH:14]=[CH:15][C:16]([O:18][CH2:19][C:20]3[CH:25]=[CH:24][C:23]([Cl:26])=[CH:22][C:21]=3[Cl:27])=[CH:17][C:12]=2[S:11][C:10]=1[C:28]([OH:30])=[O:29])([OH:33])=[O:5], predict the reactants needed to synthesize it. The reactants are: C([O:5][C:6](=[O:33])[CH2:7][O:8][C:9]1[C:13]2[CH:14]=[CH:15][C:16]([O:18][CH2:19][C:20]3[CH:25]=[CH:24][C:23]([Cl:26])=[CH:22][C:21]=3[Cl:27])=[CH:17][C:12]=2[S:11][C:10]=1[C:28]([O:30]CC)=[O:29])(C)(C)C.[OH-].[Na+].CCO.Cl. (2) Given the product [F:1][C:2]1[CH:26]=[CH:25][C:5]([O:6][C:7]2[CH:12]=[CH:11][C:10]([CH2:13][NH:14][C:15](=[O:24])[C:16]3[CH:21]=[CH:20][C:19]([F:22])=[N:18][C:17]=3[NH2:27])=[CH:9][CH:8]=2)=[CH:4][CH:3]=1, predict the reactants needed to synthesize it. The reactants are: [F:1][C:2]1[CH:26]=[CH:25][C:5]([O:6][C:7]2[CH:12]=[CH:11][C:10]([CH2:13][NH:14][C:15](=[O:24])[C:16]3[CH:21]=[CH:20][C:19]([F:22])=[N:18][C:17]=3F)=[CH:9][CH:8]=2)=[CH:4][CH:3]=1.[NH3:27]. (3) Given the product [CH3:27][O:26][C:23]1[CH:24]=[CH:25][C:20]([NH:19][C:17]2[S:18][C:14]([NH:13][C:8](=[O:9])[C:7]3[CH:11]=[CH:12][C:4]([N+:1]([O-:3])=[O:2])=[CH:5][CH:6]=3)=[C:15]([C:28]([NH2:30])=[O:29])[N:16]=2)=[CH:21][CH:22]=1, predict the reactants needed to synthesize it. The reactants are: [N+:1]([C:4]1[CH:12]=[CH:11][C:7]([C:8](Cl)=[O:9])=[CH:6][CH:5]=1)([O-:3])=[O:2].[NH2:13][C:14]1[S:18][C:17]([NH:19][C:20]2[CH:25]=[CH:24][C:23]([O:26][CH3:27])=[CH:22][CH:21]=2)=[N:16][C:15]=1[C:28]([NH2:30])=[O:29]. (4) Given the product [CH3:3][CH:2]([N:4]1[C:12](/[CH:13]=[CH:14]/[CH:15]([OH:27])[CH2:16][CH:17]([OH:26])[CH2:18][C:19]([O-:21])=[O:20])=[C:11]([C:28]2[CH:29]=[CH:30][C:31]([F:34])=[CH:32][CH:33]=2)[C:10]2[CH:9]=[CH:8][CH:7]=[CH:6][C:5]1=2)[CH3:1].[Na+:38], predict the reactants needed to synthesize it. The reactants are: [CH3:1][CH:2]([N:4]1[C:12]([CH:13]=[CH:14][CH:15]([OH:27])[CH2:16][CH:17]([OH:26])[CH2:18][C:19]([O:21]C(C)(C)C)=[O:20])=[C:11]([C:28]2[CH:33]=[CH:32][C:31]([F:34])=[CH:30][CH:29]=2)[C:10]2[C:5]1=[CH:6][CH:7]=[CH:8][CH:9]=2)[CH3:3].CO.[OH-].[Na+:38]. (5) The reactants are: [NH2:1][C:2]1[CH:24]=[CH:23][C:5]([CH2:6][CH2:7][O:8][C:9]2[CH:14]=[CH:13][C:12]([CH2:15][CH:16]([O:20][CH2:21][CH3:22])[C:17]([OH:19])=[O:18])=[CH:11][CH:10]=2)=[CH:4][CH:3]=1.[CH3:25][N:26]=[C:27](SC)[NH:28][C:29]1[CH:34]=[CH:33][CH:32]=[CH:31][CH:30]=1.C(N(CC)CC)C. Given the product [NH:28]([C:27]([NH:1][C:2]1[CH:3]=[CH:4][C:5]([CH2:6][CH2:7][O:8][C:9]2[CH:14]=[CH:13][C:12]([CH2:15][CH:16]([O:20][CH2:21][CH3:22])[C:17]([OH:19])=[O:18])=[CH:11][CH:10]=2)=[CH:23][CH:24]=1)=[N:26][CH3:25])[C:29]1[CH:34]=[CH:33][CH:32]=[CH:31][CH:30]=1, predict the reactants needed to synthesize it. (6) Given the product [F:26][C:25]1[CH:24]=[CH:23][C:10]([CH2:11][C:12]2[C:21]3[C:16](=[CH:17][CH:18]=[CH:19][CH:20]=3)[C:15](=[O:22])[NH:14][N:13]=2)=[CH:9][C:8]=1[C:6]([N:4]1[CH2:3][CH:2]([NH:1][C:28]2[CH2:32][CH2:31][CH2:30][C:29]=2[C:33]([O:35][CH2:36][CH3:37])=[O:34])[CH2:5]1)=[O:7], predict the reactants needed to synthesize it. The reactants are: [NH2:1][CH:2]1[CH2:5][N:4]([C:6]([C:8]2[CH:9]=[C:10]([CH:23]=[CH:24][C:25]=2[F:26])[CH2:11][C:12]2[C:21]3[C:16](=[CH:17][CH:18]=[CH:19][CH:20]=3)[C:15](=[O:22])[NH:14][N:13]=2)=[O:7])[CH2:3]1.O=[C:28]1[CH2:32][CH2:31][CH2:30][CH:29]1[C:33]([O:35][CH2:36][CH3:37])=[O:34].C(O[BH-](OC(=O)C)OC(=O)C)(=O)C.[Na+]. (7) Given the product [CH2:1]([NH:8][C:9](=[O:17])[CH:10]([NH2:14])[CH2:11][O:12][CH3:13])[C:2]1[CH:7]=[CH:6][CH:5]=[CH:4][CH:3]=1, predict the reactants needed to synthesize it. The reactants are: [CH2:1]([NH:8][C:9](=[O:17])[CH:10]([N:14]=[N+]=[N-])[CH2:11][O:12][CH3:13])[C:2]1[CH:7]=[CH:6][CH:5]=[CH:4][CH:3]=1.[H][H].C1(C)C=CC=CC=1. (8) Given the product [NH2:1][C:2]1[N:3]=[C:4]([NH:16][C:17](=[O:24])[CH2:18][CH2:19][CH2:20][C:21]([OH:23])=[O:22])[CH:5]=[CH:6][C:7]=1[N:8]=[N:9][C:10]1[CH:11]=[N:12][CH:13]=[CH:14][CH:15]=1, predict the reactants needed to synthesize it. The reactants are: [NH2:1][C:2]1[C:7]([N:8]=[N:9][C:10]2[CH:11]=[N:12][CH:13]=[CH:14][CH:15]=2)=[CH:6][CH:5]=[C:4]([NH2:16])[N:3]=1.[C:17]1(=[O:24])[O:23][C:21](=[O:22])[CH2:20][CH2:19][CH2:18]1. (9) Given the product [NH2:29][C@H:10]1[C:9]2[CH:31]=[C:5]([C:6]([OH:32])=[CH:7][CH:8]=2)[C:4]2=[CH:21][C:18](=[CH:19][CH:20]=[C:3]2[OH:2])[CH2:17][C@@H:16]([C:22]([OH:24])=[O:23])[NH:15][C:14](=[O:26])[C@H:13]([CH3:27])[NH:12][C:11]1=[O:28], predict the reactants needed to synthesize it. The reactants are: C[O:2][C:3]1[C:4]2[C:5]3[C:6]([O:32]C)=[CH:7][CH:8]=[C:9]([CH:31]=3)[C@H:10]([NH:29]C)[C:11](=[O:28])[NH:12][C@@H:13]([CH3:27])[C:14](=[O:26])[NH:15][C@H:16]([C:22]([O:24]C)=[O:23])[CH2:17][C:18]([CH:21]=2)=[CH:19][CH:20]=1.[Al](Br)(Br)Br. (10) Given the product [NH2:36][C:22]1[N:23]=[C:24]([C:26]2[CH:35]=[C:34]3[C:29]([CH2:30][CH2:31][N:32]([C:1]([NH:57][CH:54]4[CH2:55][CH2:56][N:51]([C:46]5[C:45]([CH3:44])=[CH:50][CH:49]=[CH:48][N:47]=5)[CH2:52][CH2:53]4)=[O:2])[CH2:33]3)=[CH:28][CH:27]=2)[CH:25]=[C:20]([N:17]2[CH2:16][CH2:15][N:14]([CH3:13])[CH2:19][CH2:18]2)[N:21]=1, predict the reactants needed to synthesize it. The reactants are: [C:1](Cl)(Cl)=[O:2].C1(C)C=CC=CC=1.Cl.[CH3:13][N:14]1[CH2:19][CH2:18][N:17]([C:20]2[CH:25]=[C:24]([C:26]3[CH:35]=[C:34]4[C:29]([CH2:30][CH2:31][NH:32][CH2:33]4)=[CH:28][CH:27]=3)[N:23]=[C:22]([NH2:36])[N:21]=2)[CH2:16][CH2:15]1.C(N(CC)CC)C.[CH3:44][C:45]1[C:46]([N:51]2[CH2:56][CH2:55][CH:54]([NH2:57])[CH2:53][CH2:52]2)=[N:47][CH:48]=[CH:49][CH:50]=1.